From a dataset of Peptide-MHC class I binding affinity with 185,985 pairs from IEDB/IMGT. Regression. Given a peptide amino acid sequence and an MHC pseudo amino acid sequence, predict their binding affinity value. This is MHC class I binding data. (1) The peptide sequence is DSIKDVIHDY. The MHC is HLA-A11:01 with pseudo-sequence HLA-A11:01. The binding affinity (normalized) is 0.210. (2) The peptide sequence is DYCNVLNKEF. The MHC is HLA-B07:02 with pseudo-sequence HLA-B07:02. The binding affinity (normalized) is 0. (3) The peptide sequence is AIFQSSMTK. The MHC is HLA-A33:01 with pseudo-sequence HLA-A33:01. The binding affinity (normalized) is 0. (4) The peptide sequence is LLPRRGPRL. The MHC is HLA-B45:06 with pseudo-sequence HLA-B45:06. The binding affinity (normalized) is 0.213. (5) The peptide sequence is EKFGHFCKYH. The MHC is HLA-A68:01 with pseudo-sequence HLA-A68:01. The binding affinity (normalized) is 0. (6) The peptide sequence is LANWCLLNY. The MHC is HLA-B35:01 with pseudo-sequence HLA-B35:01. The binding affinity (normalized) is 0.851.